This data is from Catalyst prediction with 721,799 reactions and 888 catalyst types from USPTO. The task is: Predict which catalyst facilitates the given reaction. (1) Reactant: [NH2:1][C:2]1[N:7]=[CH:6][N:5]=[C:4]2[N:8]([C@@H:25]3[CH2:30][CH2:29][CH2:28][N:27]([C:31](=[O:35])[CH2:32][C:33]#[N:34])[CH2:26]3)[N:9]=[C:10]([C:11]3[CH:16]=[CH:15][C:14]([O:17][C:18]4[CH:23]=[CH:22][CH:21]=[C:20]([F:24])[CH:19]=4)=[CH:13][CH:12]=3)[C:3]=12.[CH:36]1([CH:39]=O)[CH2:38][CH2:37]1.N1CCCCC1.ClCCl. Product: [NH2:1][C:2]1[N:7]=[CH:6][N:5]=[C:4]2[N:8]([C@@H:25]3[CH2:30][CH2:29][CH2:28][N:27]([C:31]([C:32](=[CH:39][CH:36]4[CH2:38][CH2:37]4)[C:33]#[N:34])=[O:35])[CH2:26]3)[N:9]=[C:10]([C:11]3[CH:16]=[CH:15][C:14]([O:17][C:18]4[CH:23]=[CH:22][CH:21]=[C:20]([F:24])[CH:19]=4)=[CH:13][CH:12]=3)[C:3]=12. The catalyst class is: 5. (2) Reactant: [H-].[Na+].[Cl:3][C:4]1[CH:5]=[C:6]([C:14]2[O:18][N:17]=[C:16]([C:19]3[CH:27]=[C:26]4[C:22]([C:23]([CH2:28][CH2:29][C:30]([O:32][C:33]([CH3:36])([CH3:35])[CH3:34])=[O:31])=[CH:24][NH:25]4)=[CH:21][CH:20]=3)[N:15]=2)[CH:7]=[CH:8][C:9]=1[O:10][CH:11]([CH3:13])[CH3:12].I[CH3:38]. Product: [Cl:3][C:4]1[CH:5]=[C:6]([C:14]2[O:18][N:17]=[C:16]([C:19]3[CH:27]=[C:26]4[C:22]([C:23]([CH2:28][CH2:29][C:30]([O:32][C:33]([CH3:34])([CH3:36])[CH3:35])=[O:31])=[CH:24][N:25]4[CH3:38])=[CH:21][CH:20]=3)[N:15]=2)[CH:7]=[CH:8][C:9]=1[O:10][CH:11]([CH3:13])[CH3:12]. The catalyst class is: 3. (3) Reactant: [Cl:18][C:15]1[CH:16]=[CH:17][C:11]([S:10][S:10][C:11]2[CH:17]=[CH:16][C:15]([Cl:18])=[CH:14][C:12]=2[NH2:13])=[C:12]([CH:14]=1)[NH2:13].[C:19]([O:23][CH3:24])(=[O:22])[CH:20]=[CH2:21].C([O-])([O-])=O.[K+].[K+].O.O.OCS([O-])=O.[Na+]. The catalyst class is: 18. Product: [NH2:13][C:12]1[CH:14]=[C:15]([Cl:18])[CH:16]=[CH:17][C:11]=1[S:10][CH2:21][CH2:20][C:19]([O:23][CH3:24])=[O:22]. (4) Reactant: [CH2:1]([O:9][C:10]1[CH:15]=[CH:14][C:13]([C:16]2[CH:17]=[N:18][CH:19]=[CH:20][CH:21]=2)=[CH:12][CH:11]=1)[CH2:2][CH2:3][CH2:4][CH2:5][CH2:6][CH2:7][CH3:8].Cl. Product: [CH2:1]([O:9][C:10]1[CH:11]=[CH:12][C:13]([CH:16]2[CH2:21][CH2:20][CH2:19][NH:18][CH2:17]2)=[CH:14][CH:15]=1)[CH2:2][CH2:3][CH2:4][CH2:5][CH2:6][CH2:7][CH3:8]. The catalyst class is: 458. (5) Reactant: C([O:3][C:4]([C:6]1[C:7]([N:23]([CH2:26][CH3:27])[CH2:24][CH3:25])=[N:8][C:9]2[C:14]([C:15]=1[C:16]1[CH:21]=[CH:20][CH:19]=[CH:18][CH:17]=1)=[CH:13][C:12]([Cl:22])=[CH:11][CH:10]=2)=[O:5])C.[Li+].[I-]. Product: [Cl:22][C:12]1[CH:13]=[C:14]2[C:9](=[CH:10][CH:11]=1)[N:8]=[C:7]([N:23]([CH2:26][CH3:27])[CH2:24][CH3:25])[C:6]([C:4]([OH:5])=[O:3])=[C:15]2[C:16]1[CH:17]=[CH:18][CH:19]=[CH:20][CH:21]=1. The catalyst class is: 17. (6) Reactant: [CH3:1][N:2]1[C:6]([C:7]([OH:9])=O)=[CH:5][CH:4]=[N:3]1.Cl.C(N=C=NCCCN(C)C)C.O.ON1C2C=CC=CC=2N=N1.[NH2:33][C:34]1[CH:39]=[CH:38][C:37]([C:40]([F:43])([F:42])[F:41])=[CH:36][CH:35]=1. Product: [CH3:1][N:2]1[C:6]([C:7]([NH:33][C:34]2[CH:39]=[CH:38][C:37]([C:40]([F:41])([F:42])[F:43])=[CH:36][CH:35]=2)=[O:9])=[CH:5][CH:4]=[N:3]1. The catalyst class is: 22.